Predict the reactants needed to synthesize the given product. From a dataset of Full USPTO retrosynthesis dataset with 1.9M reactions from patents (1976-2016). (1) Given the product [Cl:20][P:14]1([Cl:21])[N:15]=[P:16]([Cl:18])([O:2][C:3]2[CH:10]=[CH:9][C:6]([CH:7]=[O:8])=[CH:5][CH:4]=2)[N:17]=[P:12]([Cl:22])([Cl:11])[N:13]=1, predict the reactants needed to synthesize it. The reactants are: [Na].[OH:2][C:3]1[CH:10]=[CH:9][C:6]([CH:7]=[O:8])=[CH:5][CH:4]=1.[Cl:11][P:12]1([Cl:22])[N:17]=[P:16](Cl)([Cl:18])[N:15]=[P:14]([Cl:21])([Cl:20])[N:13]=1. (2) Given the product [CH2:1]([O:8][C:9]1[CH:14]=[CH:13][C:12]([CH2:15][CH2:16][NH2:25])=[C:11]([O:20][CH2:21][O:36][CH3:34])[CH:10]=1)[C:2]1[CH:3]=[CH:4][CH:5]=[CH:6][CH:7]=1, predict the reactants needed to synthesize it. The reactants are: [CH2:1]([O:8][C:9]1[CH:14]=[CH:13][C:12]([CH2:15][CH2:16]C(N)=O)=[C:11]([O:20][CH3:21])[C:10]=1OC)[C:2]1[CH:7]=[CH:6][CH:5]=[CH:4][CH:3]=1.Br[N:25]1C(=O)CCC1=O.[OH-].[K+].[CH2:34]([OH:36])C. (3) Given the product [CH2:19]([CH:20]1[C:57]2[C:56](=[CH:55][CH:54]=[C:53]([O:52][CH2:51][C:63]3[CH:68]=[CH:67][CH:66]=[CH:65][CH:64]=3)[CH:58]=2)[O:59][C:60](=[O:61])[CH:21]1[CH2:16][C:7]([O:8][CH2:9][O:77][CH3:76])=[CH2:6])[CH:18]=[CH2:17], predict the reactants needed to synthesize it. The reactants are: C([C@H]1C[C@H:6]2[C@@H:7]([C:16]3[CH:21]=[CH:20][C:19](O)=[CH:18][CH:17]=3)[O:8][C:9]3C=CC(O)=CC=3[C@H]2C1)C.C[Si]([N-][Si](C)(C)C)(C)C.[K+].CN(C)P(N(C)C)(N(C)C)=O.COC1CC2[CH:51]([C:63]3[CH:68]=[CH:67][C:66](OCOC)=[CH:65][CH:64]=3)[O:52][C:53]3[CH:54]=[CH:55][C:56]([O:59][CH2:60][O:61]C)=[CH:57][C:58]=3C2C1.C1C[O:77][CH2:76]C1. (4) Given the product [C:11]([C:4]1[CH:5]=[N:6][CH:7]=[C:2]([CH3:1])[CH:3]=1)#[N:13], predict the reactants needed to synthesize it. The reactants are: [CH3:1][C:2]1[CH:3]=[CH:4][C:5](C(N)=O)=[N:6][CH:7]=1.[CH2:11]([N:13](CC)CC)C.FC(F)(F)C(OC(=O)C(F)(F)F)=O.O. (5) Given the product [I-:1].[CH3:10][C:8]1[CH:9]=[C:4]([CH:5]=[C:6]([CH3:11])[CH:7]=1)[CH2:3][PH3+:18], predict the reactants needed to synthesize it. The reactants are: [I:1]C[CH2:3][C:4]1[CH:9]=[C:8]([CH3:10])[CH:7]=[C:6]([CH3:11])[CH:5]=1.C1([P:18](C2C=CC=CC=2)C2C=CC=CC=2)C=CC=CC=1. (6) Given the product [CH2:1]([NH:4][C:5]1[C:14]2[C:9](=[CH:10][CH:11]=[C:12]([N+:15]([O-:17])=[O:16])[CH:13]=2)[N:8]=[C:7]([NH:23][C:19]([CH3:22])([CH3:21])[CH3:20])[N:6]=1)[CH:2]=[CH2:3], predict the reactants needed to synthesize it. The reactants are: [CH2:1]([NH:4][C:5]1[C:14]2[C:9](=[CH:10][CH:11]=[C:12]([N+:15]([O-:17])=[O:16])[CH:13]=2)[N:8]=[C:7](Cl)[N:6]=1)[CH:2]=[CH2:3].[C:19]([NH2:23])([CH3:22])([CH3:21])[CH3:20]. (7) The reactants are: Cl.[Br:2][C:3]1[CH:12]=[CH:11][CH:10]=[C:9]2[C:4]=1[CH2:5][CH2:6][NH:7][CH2:8]2.[S:13]1([CH2:19][CH:18]=[CH:17][CH2:16]1)(=[O:15])=[O:14].[OH-].[K+]. Given the product [Br:2][C:3]1[CH:12]=[CH:11][CH:10]=[C:9]2[C:4]=1[CH2:5][CH2:6][N:7]([CH:17]1[CH2:18][CH2:19][S:13](=[O:15])(=[O:14])[CH2:16]1)[CH2:8]2, predict the reactants needed to synthesize it. (8) The reactants are: [CH3:1][O:2][C:3]1[CH:20]=[CH:19][C:6]([CH2:7][N:8]2[C:12]([C:13]([OH:15])=[O:14])=[CH:11][C:10]([C:16]([OH:18])=O)=[N:9]2)=[CH:5][CH:4]=1.CN(C([O:28]N1N=NC2C=CC=NC1=2)=[N+](C)C)C.F[P-](F)(F)(F)(F)F.C([O:47][C:48](=[O:64])[C@H:49]([OH:63])[C@H:50]([NH2:62])[CH2:51][C:52]1[CH:57]=[CH:56][CH:55]=[CH:54][C:53]=1[C:58]([F:61])([F:60])[F:59])C.CCN(C(C)C)C(C)C.[OH-:74].[Na+]. Given the product [C:48]([C@H:49]([OH:63])[C@H:50]([NH:62][C:16]([C:10]1[CH:11]=[C:12]([C:13]([OH:15])=[O:14])[N:8]([CH2:7][C:6]2[CH:5]=[CH:4][C:3]([O:2][CH3:1])=[CH:20][CH:19]=2)[N:9]=1)=[O:18])[CH2:51][C:52]1[CH:57]=[CH:56][CH:55]=[CH:54][C:53]=1[C:58]([F:60])([F:61])[F:59])([OH:64])=[O:47].[C:53]([OH:28])([C:58]([F:61])([F:60])[F:59])=[O:74], predict the reactants needed to synthesize it. (9) The reactants are: [CH2:1]([C:8]1[O:9][C:10]2[CH:31]=[CH:30][CH:29]=[CH:28][C:11]=2[C:12]=1[C:13]1[CH:18]=[CH:17][C:16]([C:19]2[CH:24]=[C:23]([Br:25])[C:22]([OH:26])=[C:21]([Br:27])[CH:20]=2)=[CH:15][CH:14]=1)[C:2]1[CH:7]=[CH:6][CH:5]=[CH:4][CH:3]=1.O[C@@H:33]([CH2:41][CH3:42])[C:34]([O:36]C(C)(C)C)=[O:35]. Given the product [CH2:1]([C:8]1[O:9][C:10]2[CH:31]=[CH:30][CH:29]=[CH:28][C:11]=2[C:12]=1[C:13]1[CH:18]=[CH:17][C:16]([C:19]2[CH:20]=[C:21]([Br:27])[C:22]([O:26][C@@H:33]([CH2:41][CH3:42])[C:34]([OH:36])=[O:35])=[C:23]([Br:25])[CH:24]=2)=[CH:15][CH:14]=1)[C:2]1[CH:3]=[CH:4][CH:5]=[CH:6][CH:7]=1, predict the reactants needed to synthesize it. (10) Given the product [CH:31]12[N:34]([C:2]3[N:7]=[C:6]([C:8]4[CH:13]=[CH:12][C:11]([N+:14]([O-:16])=[O:15])=[CH:10][CH:9]=4)[N:5]=[C:4]([N:17]4[C@@H:21]([CH2:22][OH:23])[CH2:20][CH2:19][C@H:18]4[CH2:24][OH:25])[N:3]=3)[CH:27]([CH2:33][CH2:32]1)[CH2:28][O:29][CH2:30]2, predict the reactants needed to synthesize it. The reactants are: Cl[C:2]1[N:7]=[C:6]([C:8]2[CH:13]=[CH:12][C:11]([N+:14]([O-:16])=[O:15])=[CH:10][CH:9]=2)[N:5]=[C:4]([N:17]2[C@@H:21]([CH2:22][OH:23])[CH2:20][CH2:19][C@H:18]2[CH2:24][OH:25])[N:3]=1.Cl.[CH:27]12[NH:34][CH:31]([CH2:32][CH2:33]1)[CH2:30][O:29][CH2:28]2.C(N(CC)CC)C.